Dataset: Reaction yield outcomes from USPTO patents with 853,638 reactions. Task: Predict the reaction yield, written as a fraction of the theoretical maximum amount of product (1.0 means a 100% yield; for example, 0.34 means a 34% yield). (1) The reactants are [CH3:1][O:2][C:3]1[CH:15]=[C:14]([O:16][CH3:17])[CH:13]=[CH:12][C:4]=1[CH2:5][NH:6][C:7]1[S:8][CH:9]=[CH:10][N:11]=1.[Li].Cl[S:20]([C:23]1[CH:31]=[CH:30][C:26]([C:27]([OH:29])=[O:28])=[CH:25][C:24]=1[F:32])(=[O:22])=[O:21]. The catalyst is C1COCC1.[Cl-].[Na+].O. The product is [CH3:1][O:2][C:3]1[CH:15]=[C:14]([O:16][CH3:17])[CH:13]=[CH:12][C:4]=1[CH2:5][N:6]([C:7]1[S:8][CH:9]=[CH:10][N:11]=1)[S:20]([C:23]1[CH:31]=[CH:30][C:26]([C:27]([OH:29])=[O:28])=[CH:25][C:24]=1[F:32])(=[O:21])=[O:22]. The yield is 0.170. (2) The reactants are [H-].[Na+].[Br:3][C:4]1[CH:5]=[CH:6][C:7](Cl)=[N:8][CH:9]=1.[CH:11]([OH:14])([CH3:13])[CH3:12]. No catalyst specified. The product is [Br:3][C:4]1[CH:5]=[CH:6][C:7]([O:14][CH:11]([CH3:13])[CH3:12])=[N:8][CH:9]=1. The yield is 0.780. (3) The reactants are [F:1][C:2]1[CH:7]=[C:6]([CH3:8])[C:5]([N+:9]([O-:11])=[O:10])=[CH:4][C:3]=1[N+:12]([O-:14])=[O:13].CO[CH:17]([N:20]([CH3:22])[CH3:21])OC.CN(C=O)C. The catalyst is O. The product is [F:1][C:2]1[C:3]([N+:12]([O-:14])=[O:13])=[CH:4][C:5]([N+:9]([O-:11])=[O:10])=[C:6]([CH:8]=[CH:17][N:20]([CH3:22])[CH3:21])[CH:7]=1. The yield is 0.630. (4) The reactants are [Br:1][C:2]1[CH:3]=[CH:4][C:5]([NH:8][NH2:9])=[N:6][CH:7]=1.[CH3:10][O:11][C:12]1[CH:20]=[CH:19][CH:18]=[CH:17][C:13]=1[C:14](O)=[O:15].F[P-](F)(F)(F)(F)F.N1(O[P+](N(C)C)(N(C)C)N(C)C)C2C=CC=CC=2N=N1.CN1CCOCC1. The catalyst is ClCCl. The yield is 0.675. The product is [Br:1][C:2]1[CH:3]=[CH:4][C:5]([N:8]([C:14](=[O:15])[C:13]2[CH:17]=[CH:18][CH:19]=[CH:20][C:12]=2[O:11][CH3:10])[NH2:9])=[N:6][CH:7]=1. (5) The reactants are [Cl:1][C:2]1[C:7]([CH:8]=[O:9])=[C:6]([Cl:10])[N:5]=[CH:4][N:3]=1.C1(C)C=CC(S(O)(=O)=O)=CC=1.[CH2:22](O)[CH2:23][OH:24].C(OCC)(=O)C. The catalyst is C1(C)C=CC=CC=1. The product is [Cl:1][C:2]1[C:7]([CH:8]2[O:24][CH2:23][CH2:22][O:9]2)=[C:6]([Cl:10])[N:5]=[CH:4][N:3]=1. The yield is 0.670. (6) The reactants are [N:1]1[C:10]2[C:5](=[CH:6][CH:7]=[C:8]([C:11]3[S:15][C:14]([NH:16][C:17](=O)OC(C)(C)C)=[N:13][CH:12]=3)[CH:9]=2)[CH:4]=[N:3][CH:2]=1.C([O-])([O-])=O.[Cs+].[Cs+].C(Cl)Cl.[C:33](O)([C:35]([F:38])([F:37])[F:36])=O. The catalyst is CN(C=O)C.CCOC(C)=O.Cl. The product is [NH2:1][C@@H:10]([CH2:9][C:8]1[CH:11]=[CH:12][C:33]([C:35]([F:38])([F:37])[F:36])=[CH:6][CH:7]=1)[CH2:17][NH:16][C:14]1[S:15][C:11]([C:8]2[CH:9]=[C:10]3[C:5]([CH:4]=[N:3][CH:2]=[N:1]3)=[CH:6][CH:7]=2)=[CH:12][N:13]=1. The yield is 0.420. (7) The reactants are Cl.Cl.Cl.Cl.[CH3:5][C:6]1[CH:11]=[CH:10][C:9]([NH:12][C:13]([C:15]2[CH:16]=[C:17]3[C:21](=[CH:22][CH:23]=2)[CH:20]([N:24]2[CH2:29][CH2:28][NH:27][CH2:26][CH2:25]2)[CH2:19][CH2:18]3)=[O:14])=[CH:8][C:7]=1[NH:30][C:31]1[N:36]=[C:35]([C:37]2[CH:38]=[N:39][CH:40]=[CH:41][CH:42]=2)[CH:34]=[CH:33][N:32]=1.C(N(CC)CC)C.[C:50](Cl)(=[O:52])[CH3:51]. The catalyst is CN(C=O)C. The product is [C:50]([N:27]1[CH2:26][CH2:25][N:24]([CH:20]2[C:21]3[C:17](=[CH:16][C:15]([C:13]([NH:12][C:9]4[CH:10]=[CH:11][C:6]([CH3:5])=[C:7]([NH:30][C:31]5[N:36]=[C:35]([C:37]6[CH:38]=[N:39][CH:40]=[CH:41][CH:42]=6)[CH:34]=[CH:33][N:32]=5)[CH:8]=4)=[O:14])=[CH:23][CH:22]=3)[CH2:18][CH2:19]2)[CH2:29][CH2:28]1)(=[O:52])[CH3:51]. The yield is 0.550.